Dataset: Peptide-MHC class II binding affinity with 134,281 pairs from IEDB. Task: Regression. Given a peptide amino acid sequence and an MHC pseudo amino acid sequence, predict their binding affinity value. This is MHC class II binding data. (1) The peptide sequence is RRDLRLASNAICSAVPV. The MHC is DRB1_0802 with pseudo-sequence DRB1_0802. The binding affinity (normalized) is 0.693. (2) The peptide sequence is HIDLLVGSATLCSALYVGDL. The MHC is DRB5_0101 with pseudo-sequence DRB5_0101. The binding affinity (normalized) is 0.0754. (3) The peptide sequence is INEATAAAIAYGLDR. The MHC is HLA-DQA10401-DQB10402 with pseudo-sequence HLA-DQA10401-DQB10402. The binding affinity (normalized) is 0.521.